Dataset: Full USPTO retrosynthesis dataset with 1.9M reactions from patents (1976-2016). Task: Predict the reactants needed to synthesize the given product. (1) Given the product [Cl:1][C:2]1[CH:3]=[C:4]2[C:8](=[CH:9][CH:10]=1)[NH:7][CH:6]=[C:5]2[CH2:11][CH2:12][NH:13][C:14]([C:15]1[CH:20]=[CH:19][C:18]([C:27]2[CH:28]=[CH:29][C:24]([OH:23])=[CH:25][CH:26]=2)=[CH:17][CH:16]=1)=[O:22], predict the reactants needed to synthesize it. The reactants are: [Cl:1][C:2]1[CH:3]=[C:4]2[C:8](=[CH:9][CH:10]=1)[NH:7][CH:6]=[C:5]2[CH2:11][CH2:12][NH:13][C:14](=[O:22])[C:15]1[CH:20]=[CH:19][C:18](I)=[CH:17][CH:16]=1.[OH:23][C:24]1[CH:29]=[CH:28][C:27](B(O)O)=[CH:26][CH:25]=1.C(=O)([O-])[O-].[Na+].[Na+]. (2) Given the product [Cl:1][C:2]1[CH:7]=[C:6]([O:8][CH2:9][CH2:10][O:11][CH3:12])[CH:5]=[C:4]2[C:3]=1[CH:19]=[N:18][CH:14]([CH:15]([CH3:16])[CH3:17])[CH2:13]2, predict the reactants needed to synthesize it. The reactants are: [Cl:1][C:2]1[CH:3]=[C:4]([CH2:13][CH:14]([NH:18][CH:19]=O)[CH:15]([CH3:17])[CH3:16])[CH:5]=[C:6]([O:8][CH2:9][CH2:10][O:11][CH3:12])[CH:7]=1.O=P(Cl)(Cl)Cl.[NH4+].[OH-]. (3) Given the product [F:15][C:16]1[CH:17]=[C:18]([NH:19][C:4]([C:6]2[CH:11]=[C:10]([C:12]#[N:13])[CH:9]=[C:8]([CH3:14])[N:7]=2)=[O:5])[CH:20]=[CH:21][C:22]=1[F:23], predict the reactants needed to synthesize it. The reactants are: C(O[C:4]([C:6]1[CH:11]=[C:10]([C:12]#[N:13])[CH:9]=[C:8]([CH3:14])[N:7]=1)=[O:5])C.[F:15][C:16]1[CH:17]=[C:18]([CH:20]=[CH:21][C:22]=1[F:23])[NH2:19]. (4) Given the product [C:49]([O:48][C:46](=[O:47])[CH2:45][O:30][C:20]1[C:19]([C:31]2[CH:36]=[CH:35][CH:34]=[C:33]([CH3:37])[CH:32]=2)=[CH:18][C:17]([C:15](=[O:16])[NH:14][CH2:13][CH2:12][CH2:11][CH2:10][CH2:9][CH2:8][CH2:7][C:1]2[CH:6]=[CH:5][CH:4]=[CH:3][CH:2]=2)=[CH:22][C:21]=1[C:23]1[CH:28]=[CH:27][CH:26]=[C:25]([CH3:29])[CH:24]=1)([CH3:52])([CH3:51])[CH3:50], predict the reactants needed to synthesize it. The reactants are: [C:1]1([CH2:7][CH2:8][CH2:9][CH2:10][CH2:11][CH2:12][CH2:13][NH:14][C:15]([C:17]2[CH:18]=[C:19]([C:31]3[CH:36]=[CH:35][CH:34]=[C:33]([CH3:37])[CH:32]=3)[C:20]([OH:30])=[C:21]([C:23]3[CH:28]=[CH:27][CH:26]=[C:25]([CH3:29])[CH:24]=3)[CH:22]=2)=[O:16])[CH:6]=[CH:5][CH:4]=[CH:3][CH:2]=1.C([O-])([O-])=O.[K+].[K+].Br[CH2:45][C:46]([O:48][C:49]([CH3:52])([CH3:51])[CH3:50])=[O:47].CCOC(C)=O.